The task is: Predict the reactants needed to synthesize the given product.. This data is from Full USPTO retrosynthesis dataset with 1.9M reactions from patents (1976-2016). (1) Given the product [C:6]([Si:3]([O:10][CH2:11][CH:12]([O:19][CH3:20])[C:13]#[CH:14])([CH3:5])[CH3:4])([CH3:9])([CH3:8])[CH3:7], predict the reactants needed to synthesize it. The reactants are: [H-].[Na+].[Si:3]([O:10][CH2:11][CH:12]([OH:19])[C:13]#[C:14][Si](C)(C)C)([C:6]([CH3:9])([CH3:8])[CH3:7])([CH3:5])[CH3:4].[CH3:20]I. (2) Given the product [Cl:14][C:15]1[N:16]=[CH:17][C:18]([C:6]2[C:7]([O:9][CH3:10])=[N:8][C:3]([O:2][CH3:1])=[N:4][CH:5]=2)=[CH:19][CH:20]=1, predict the reactants needed to synthesize it. The reactants are: [CH3:1][O:2][C:3]1[N:8]=[C:7]([O:9][CH3:10])[C:6](B(O)O)=[CH:5][N:4]=1.[Cl:14][C:15]1[CH:20]=[CH:19][C:18](I)=[CH:17][N:16]=1.C([O-])([O-])=O.[Na+].[Na+].C1C=CC(P(C2C=CC=CC=2)C2C=CC=CC=2)=CC=1. (3) Given the product [Br:1][C:2]1[CH:3]=[C:4]([NH2:18])[C:5]([NH:9][CH2:10][C@H:11]2[CH2:15][O:14][C:13]([CH3:16])([CH3:17])[O:12]2)=[N:6][C:7]=1[CH3:8], predict the reactants needed to synthesize it. The reactants are: [Br:1][C:2]1[CH:3]=[C:4]([N+:18]([O-])=O)[C:5]([NH:9][CH2:10][C@H:11]2[CH2:15][O:14][C:13]([CH3:17])([CH3:16])[O:12]2)=[N:6][C:7]=1[CH3:8].[Cl-].[NH4+].C(O)C.O. (4) Given the product [CH:1]1([C:5]2[CH:14]=[CH:13][CH:12]=[CH:11][C:6]=2[C:7]([O-:9])=[O:8])[CH2:2][CH2:3][CH2:4]1.[K+:20], predict the reactants needed to synthesize it. The reactants are: [CH:1]1([C:5]2[CH:14]=[CH:13][CH:12]=[CH:11][C:6]=2[C:7]([O:9]C)=[O:8])[CH2:4][CH2:3][CH2:2]1.C[Si](C)(C)[O-].[K+:20].